This data is from Serine/threonine kinase 33 screen with 319,792 compounds. The task is: Binary Classification. Given a drug SMILES string, predict its activity (active/inactive) in a high-throughput screening assay against a specified biological target. (1) The drug is S(c1n(c(C(=O)Nc2c(OC)cc(OC)cc2)cn1)c1ccc(F)cc1)C. The result is 0 (inactive). (2) The molecule is o1nc(c(n1)C)C(=O)N\N=C\c1ccncc1. The result is 0 (inactive). (3) The molecule is S(=O)(=O)(N1CCCCC1)c1cc(NC(=O)c2ccccc2)c(OC)cc1. The result is 0 (inactive). (4) The molecule is Brc1cc2C3(C(=C(OC(N)=C3C(OCC)=O)C)C(OCC)=O)C(=O)Nc2cc1. The result is 0 (inactive). (5) The drug is s1c(C(=O)N\N=C(\CC(OCC)=O)C)ccc1. The result is 0 (inactive). (6) The compound is S1C(Cc2nc(SCC(=O)N3CCOCC3)n(c(=O)c12)CC)C. The result is 0 (inactive). (7) The compound is S(c1n(c2c(n1)cc(F)c(F)c2)C)C. The result is 0 (inactive).